Task: Predict which catalyst facilitates the given reaction.. Dataset: Catalyst prediction with 721,799 reactions and 888 catalyst types from USPTO (1) Reactant: C([N:4]1[C:12]2[C:7](=[CH:8][C:9]([N+:13]([O-:15])=[O:14])=[CH:10][CH:11]=2)[C:6](=[C:16](Cl)[C:17]2[CH:22]=[CH:21][C:20]([CH3:23])=[CH:19][CH:18]=2)[C:5]1=[O:25])(=O)C.[CH3:26][N:27]([CH2:29][C:30]1[CH:36]=[CH:35][C:33]([NH2:34])=[CH:32][CH:31]=1)[CH3:28].[OH-].[Na+]. Product: [CH3:28][N:27]([CH2:29][C:30]1[CH:31]=[CH:32][C:33]([NH:34]/[C:16](=[C:6]2\[C:5](=[O:25])[NH:4][C:12]3[C:7]\2=[CH:8][C:9]([N+:13]([O-:15])=[O:14])=[CH:10][CH:11]=3)/[C:17]2[CH:22]=[CH:21][C:20]([CH3:23])=[CH:19][CH:18]=2)=[CH:35][CH:36]=1)[CH3:26]. The catalyst class is: 121. (2) Reactant: [F:1][C:2]([F:14])([F:13])[CH2:3][O:4][C:5]1[CH:12]=[CH:11][CH:10]=[CH:9][C:6]=1[C:7]#N.C(O)=[O:16]. Product: [F:1][C:2]([F:14])([F:13])[CH2:3][O:4][C:5]1[CH:12]=[CH:11][CH:10]=[CH:9][C:6]=1[CH:7]=[O:16]. The catalyst class is: 181. (3) Reactant: [CH3:1][O:2][C:3]1[CH:4]=[C:5]([N:11]2[CH2:16][C:15]3[CH:17]=[N:18][C:19]4[NH:23][C:22]([C:24](O)=[O:25])=[CH:21][C:20]=4[C:14]=3[N:13]([CH3:27])[C:12]2=[O:28])[CH:6]=[C:7]([O:9][CH3:10])[CH:8]=1.F[P-](F)(F)(F)(F)F.N1(O[P+](N(C)C)(N(C)C)[N:47]([CH3:49])[CH3:48])C2C=CC=CC=2N=N1.C(N(CC)CC)C.CNC. Product: [CH3:10][O:9][C:7]1[CH:6]=[C:5]([N:11]2[CH2:16][C:15]3[CH:17]=[N:18][C:19]4[NH:23][C:22]([C:24]([N:47]([CH3:49])[CH3:48])=[O:25])=[CH:21][C:20]=4[C:14]=3[N:13]([CH3:27])[C:12]2=[O:28])[CH:4]=[C:3]([O:2][CH3:1])[CH:8]=1. The catalyst class is: 405. (4) Reactant: [CH:1]1([N:4]2[C:13]3[C:8](=[C:9]([NH2:17])[C:10]([F:16])=[C:11](F)[C:12]=3[F:14])[C:7](=[O:18])[C:6]([C:19]([OH:21])=[O:20])=[CH:5]2)[CH2:3][CH2:2]1.[CH2:22]([O:24][N:25]=[C:26]1[C:30]2([CH2:33][N:32]([C:34]([O:36][C:37]([CH3:40])([CH3:39])[CH3:38])=[O:35])[CH2:31]2)[CH2:29][NH:28][CH2:27]1)[CH3:23].C(#N)C. Product: [C:37]([O:36][C:34]([N:32]1[CH2:33][C:30]2([C:26](=[N:25][O:24][CH2:22][CH3:23])[CH2:27][N:28]([C:11]3[C:12]([F:14])=[C:13]4[C:8]([C:7](=[O:18])[C:6]([C:19]([OH:21])=[O:20])=[CH:5][N:4]4[CH:1]4[CH2:3][CH2:2]4)=[C:9]([NH2:17])[C:10]=3[F:16])[CH2:29]2)[CH2:31]1)=[O:35])([CH3:40])([CH3:39])[CH3:38]. The catalyst class is: 66. (5) Reactant: Cl[C:2]1[CH:7]=[CH:6][N:5]=[C:4]([CH2:8][O:9][CH3:10])[N:3]=1.[NH:11]1[CH2:16][CH2:15][O:14][CH2:13][CH2:12]1. Product: [CH3:10][O:9][CH2:8][C:4]1[N:3]=[C:2]([N:11]2[CH2:16][CH2:15][O:14][CH2:13][CH2:12]2)[CH:7]=[CH:6][N:5]=1. The catalyst class is: 1. (6) Reactant: [C:1]1([C:7]2[CH:12]=[C:11]([CH2:13][CH2:14][S:15]([N:18]3[CH2:23][CH2:22][O:21][CH2:20][CH2:19]3)(=[O:17])=[O:16])[CH:10]=[CH:9][C:8]=2[NH:24][C:25]([C:27]2[N:28](COCC[Si](C)(C)C)[CH:29]=[C:30]([C:32]#[N:33])[N:31]=2)=[O:26])[CH2:6][CH2:5][CH2:4][CH2:3][CH:2]=1.C(O)(C(F)(F)F)=O. Product: [C:1]1([C:7]2[CH:12]=[C:11]([CH2:13][CH2:14][S:15]([N:18]3[CH2:19][CH2:20][O:21][CH2:22][CH2:23]3)(=[O:17])=[O:16])[CH:10]=[CH:9][C:8]=2[NH:24][C:25]([C:27]2[NH:28][CH:29]=[C:30]([C:32]#[N:33])[N:31]=2)=[O:26])[CH2:6][CH2:5][CH2:4][CH2:3][CH:2]=1. The catalyst class is: 497. (7) Reactant: [CH3:1][C:2]1[CH:3]=[C:4]([CH:9]=[C:10]([C:14]2[CH:19]=[CH:18][C:17]([O:20][C:21]3[CH:26]=[CH:25][C:24]([CH2:27][CH:28]4[S:32][C:31](=[O:33])[NH:30][C:29]4=[O:34])=[CH:23][CH:22]=3)=[CH:16][CH:15]=2)[C:11]([OH:13])=[O:12])[CH:5]=[C:6]([CH3:8])[CH:7]=1.C(N(CC)C(C)C)(C)C.CN([P+](O[N:55]1[N:63]=[N:62][C:57]2[CH:58]=[CH:59][CH:60]=[CH:61][C:56]1=2)(N(C)C)N(C)C)C.F[P-](F)(F)(F)(F)F. Product: [N:62]1([O:12][C:11](=[O:13])[C:10]([C:14]2[CH:15]=[CH:16][C:17]([O:20][C:21]3[CH:26]=[CH:25][C:24]([CH2:27][CH:28]4[S:32][C:31](=[O:33])[NH:30][C:29]4=[O:34])=[CH:23][CH:22]=3)=[CH:18][CH:19]=2)=[CH:9][C:4]2[CH:3]=[C:2]([CH3:1])[CH:7]=[C:6]([CH3:8])[CH:5]=2)[C:57]2[CH:58]=[CH:59][CH:60]=[CH:61][C:56]=2[N:55]=[N:63]1. The catalyst class is: 96. (8) Reactant: [NH2:1][CH2:2][C@@H:3]([C@@H:5]([NH:26][C:27](=[O:33])[O:28][C:29]([CH3:32])([CH3:31])[CH3:30])[CH2:6][C@H:7]([CH2:11][C:12]1[CH:17]=[CH:16][C:15]([O:18][CH3:19])=[C:14]([O:20][CH2:21][CH2:22][CH2:23][O:24][CH3:25])[CH:13]=1)[CH:8]([CH3:10])[CH3:9])[OH:4].C(OCC)(=O)C.C(=O)([O-])[O-].[Na+].[Na+].[C:46](Cl)(=[O:51])[C:47]([CH3:50])([CH3:49])[CH3:48]. Product: [CH3:48][C:47]([CH3:50])([CH3:49])[C:46]([NH:1][CH2:2][C@@H:3]([C@@H:5]([NH:26][C:27](=[O:33])[O:28][C:29]([CH3:31])([CH3:30])[CH3:32])[CH2:6][C@H:7]([CH2:11][C:12]1[CH:17]=[CH:16][C:15]([O:18][CH3:19])=[C:14]([O:20][CH2:21][CH2:22][CH2:23][O:24][CH3:25])[CH:13]=1)[CH:8]([CH3:10])[CH3:9])[OH:4])=[O:51]. The catalyst class is: 6. (9) Reactant: [CH:1]1([C:4]2[C:5]([NH:14][C@H:15]3[CH2:19][CH2:18][CH2:17][C@@H:16]3[NH:20]C(=O)OC(C)(C)C)=[N:6][CH:7]=[C:8]([C:10]([F:13])([F:12])[F:11])[N:9]=2)[CH2:3][CH2:2]1.[ClH:28]. Product: [ClH:28].[CH:1]1([C:4]2[C:5]([NH:14][C@H:15]3[CH2:19][CH2:18][CH2:17][C@@H:16]3[NH2:20])=[N:6][CH:7]=[C:8]([C:10]([F:12])([F:13])[F:11])[N:9]=2)[CH2:2][CH2:3]1. The catalyst class is: 12. (10) Reactant: [H-].[Na+].[Cl:3][C:4]1[CH:12]=[CH:11][C:10]2[NH:9][C:8]3[CH2:13][CH2:14][N:15]([CH3:17])[CH2:16][C:7]=3[C:6]=2[CH:5]=1.[CH2:18](Br)[CH:19]=[CH2:20].CO. Product: [CH2:20]([N:9]1[C:10]2[CH:11]=[CH:12][C:4]([Cl:3])=[CH:5][C:6]=2[C:7]2[CH2:16][N:15]([CH3:17])[CH2:14][CH2:13][C:8]1=2)[CH:19]=[CH2:18]. The catalyst class is: 3.